Dataset: Full USPTO retrosynthesis dataset with 1.9M reactions from patents (1976-2016). Task: Predict the reactants needed to synthesize the given product. The reactants are: [Br:1][C:2]1[C:3]([F:12])=[CH:4][C:5]2[S:9][C:8]([NH2:10])=[N:7][C:6]=2[CH:11]=1.[CH2:13]([N:15]=[C:16]=[O:17])[CH3:14]. Given the product [Br:1][C:2]1[C:3]([F:12])=[CH:4][C:5]2[S:9][C:8]([NH:10][C:16]([NH:15][CH2:13][CH3:14])=[O:17])=[N:7][C:6]=2[CH:11]=1, predict the reactants needed to synthesize it.